Dataset: Merck oncology drug combination screen with 23,052 pairs across 39 cell lines. Task: Regression. Given two drug SMILES strings and cell line genomic features, predict the synergy score measuring deviation from expected non-interaction effect. (1) Drug 1: NC(=O)c1cccc2cn(-c3ccc(C4CCCNC4)cc3)nc12. Drug 2: Cn1cc(-c2cnn3c(N)c(Br)c(C4CCCNC4)nc23)cn1. Cell line: COLO320DM. Synergy scores: synergy=13.5. (2) Drug 1: O=c1[nH]cc(F)c(=O)[nH]1. Drug 2: Cn1c(=O)n(-c2ccc(C(C)(C)C#N)cc2)c2c3cc(-c4cnc5ccccc5c4)ccc3ncc21. Cell line: ES2. Synergy scores: synergy=2.48.